Predict the product of the given reaction. From a dataset of Forward reaction prediction with 1.9M reactions from USPTO patents (1976-2016). (1) Given the reactants [CH2:1]([C:8]1[NH:9][C:10]([C:13]([NH:15][C@@H:16]2[C:22](=[O:23])[NH:21][C:20]3[CH:24]=[CH:25][C:26](Br)=[CH:27][C:19]=3[CH2:18][CH2:17]2)=[O:14])=[N:11][N:12]=1)[C:2]1[CH:7]=[CH:6][CH:5]=[CH:4][CH:3]=1.CC1(C)C(C)(C)OB([C:37]2[CH:41]=[CH:40][N:39](C(OC(C)(C)C)=O)[N:38]=2)O1.C([O-])([O-])=O.[K+].[K+], predict the reaction product. The product is: [CH2:1]([C:8]1[NH:9][C:10]([C:13]([NH:15][C@@H:16]2[C:22](=[O:23])[NH:21][C:20]3[CH:24]=[CH:25][C:26]([C:37]4[CH:41]=[CH:40][NH:39][N:38]=4)=[CH:27][C:19]=3[CH2:18][CH2:17]2)=[O:14])=[N:11][N:12]=1)[C:2]1[CH:7]=[CH:6][CH:5]=[CH:4][CH:3]=1. (2) Given the reactants [Br:1][C:2]1[CH:3]=[C:4]2[C:8](=[CH:9][CH:10]=1)[C:7](=[O:11])[O:6][C:5]2=[O:12].[NH2:13][C:14]1[CH:19]=[CH:18][C:17]([CH3:20])=[CH:16][N:15]=1, predict the reaction product. The product is: [Br:1][C:2]1[CH:3]=[C:4]([C:5]([OH:6])=[O:12])[C:8]([C:7]([NH:13][C:14]2[CH:19]=[CH:18][C:17]([CH3:20])=[CH:16][N:15]=2)=[O:11])=[CH:9][CH:10]=1. (3) Given the reactants [F:1][C:2]1[CH:3]=[CH:4][C:5]([C@H:8]([NH:10][C:11](=[O:27])[C:12]2[CH:17]=[C:16]([CH:18]=C)[CH:15]=[C:14]([C:20]3[CH:25]=[CH:24][C:23]([CH3:26])=[CH:22][N:21]=3)[CH:13]=2)[CH3:9])=[N:6][CH:7]=1.I([O-])(=O)(=O)=[O:29].[Na+].S([O-])([O-])=O.[Na+].[Na+].C(=O)(O)[O-].[Na+], predict the reaction product. The product is: [F:1][C:2]1[CH:3]=[CH:4][C:5]([C@H:8]([NH:10][C:11](=[O:27])[C:12]2[CH:13]=[C:14]([C:20]3[CH:25]=[CH:24][C:23]([CH3:26])=[CH:22][N:21]=3)[CH:15]=[C:16]([CH:18]=[O:29])[CH:17]=2)[CH3:9])=[N:6][CH:7]=1. (4) The product is: [Cl:1][C:2]1[CH:3]=[C:4]([CH:8]=[CH:9][CH:10]=1)[C:5]([NH:11][C@H:12]1[CH2:13][O:14][C@@H:15]2[C@@H:19]([NH:20][C:21]([CH:23]3[CH2:24][CH2:25]3)=[O:22])[CH2:18][O:17][C@H:16]12)=[O:7]. Given the reactants [Cl:1][C:2]1[CH:3]=[C:4]([CH:8]=[CH:9][CH:10]=1)[C:5]([OH:7])=O.[NH2:11][C@@H:12]1[C@H:16]2[O:17][CH2:18][C@H:19]([NH:20][C:21]([CH:23]3[CH2:25][CH2:24]3)=[O:22])[C@H:15]2[O:14][CH2:13]1, predict the reaction product. (5) Given the reactants Cl[C:2]1[CH:7]=[CH:6][N:5]2[CH:8]=[CH:9][N:10]=[C:4]2[CH:3]=1.C1(P(C2CCCCC2)C2CCCCC2)CCCCC1.C([O-])(=O)C.[K+].B1(B2OC(C)(C)C(C)(C)O2)OC(C)(C)C(C)(C)O1.Br[C:54]1[CH:59]=[CH:58][CH:57]=[CH:56][N:55]=1.COC1C=CC=C(OC)C=1C1C=CC=CC=1P(C1CCCCC1)C1CCCCC1.P([O-])([O-])([O-])=O.[K+].[K+].[K+], predict the reaction product. The product is: [N:55]1[CH:56]=[CH:57][CH:58]=[CH:59][C:54]=1[C:2]1[CH:7]=[CH:6][N:5]2[CH:8]=[CH:9][N:10]=[C:4]2[CH:3]=1. (6) Given the reactants CC1C=CC(S(O[CH2:12][CH2:13][C:14]2[CH:19]=[CH:18][CH:17]=[CH:16][C:15]=2[C:20]([CH3:23])([CH3:22])[CH3:21])(=O)=O)=CC=1.[C:24]1([C:30]([C:38]2[CH:43]=[CH:42][CH:41]=[CH:40][CH:39]=2)([CH:32]2[CH2:37][CH2:36][NH:35][CH2:34][CH2:33]2)[OH:31])[CH:29]=[CH:28][CH:27]=[CH:26][CH:25]=1.C(#N)C, predict the reaction product. The product is: [C:20]([C:15]1[CH:16]=[CH:17][CH:18]=[CH:19][C:14]=1[CH2:13][CH2:12][N:35]1[CH2:34][CH2:33][CH:32]([C:30]([C:38]2[CH:43]=[CH:42][CH:41]=[CH:40][CH:39]=2)([C:24]2[CH:25]=[CH:26][CH:27]=[CH:28][CH:29]=2)[OH:31])[CH2:37][CH2:36]1)([CH3:21])([CH3:22])[CH3:23]. (7) Given the reactants [O:1]1[CH:5]=[CH:4][CH:3]=[C:2]1[C:6](Cl)=[O:7].[NH2:9][CH:10]1[CH2:21][CH2:20][CH2:19][C@H:18]([CH2:22][CH3:23])[O:17][C:16](=[O:24])[CH2:15][C@H:14]2[C@H:25]3[C@@H:33]([CH:34]=[C:13]2[C:12](=[O:49])[C@@H:11]1[CH3:50])[C@H:32]1[C@@H:28]([CH2:29][C@@H:30]([O:35][C@H:36]2[C@H:41]([O:42][CH3:43])[CH:40]([O:44][CH3:45])[C@@H:39]([O:46][CH3:47])[C@H:38]([CH3:48])[O:37]2)[CH2:31]1)[CH:27]=[CH:26]3.NC1CCC[C@H](CC)OC(=O)C[C@H]2[C@H]3[C@@H](C=C2C(=O)[C@@H]1C)[C@H]1[C@@H](C[C@@H](O[C@H]2[C@H](OC)C(OC)[C@@H](OC)[C@H](C)O2)C1)C(C)=C3.CCN(C(C)C)C(C)C.C([O-])(O)=O.[Na+], predict the reaction product. The product is: [CH2:22]([C@@H:18]1[O:17][C:16](=[O:24])[CH2:15][C@H:14]2[C@H:25]3[C@@H:33]([CH:34]=[C:13]2[C:12](=[O:49])[C@H:11]([CH3:50])[C@@H:10]([NH:9][C:6]([C:2]2[O:1][CH:5]=[CH:4][CH:3]=2)=[O:7])[CH2:21][CH2:20][CH2:19]1)[C@H:32]1[C@@H:28]([CH2:29][C@@H:30]([O:35][CH:36]2[C@H:41]([O:42][CH3:43])[C@H:40]([O:44][CH3:45])[CH:39]([O:46][CH3:47])[C@H:38]([CH3:48])[O:37]2)[CH2:31]1)[CH:27]=[CH:26]3)[CH3:23]. (8) Given the reactants COC(=O)CC[C:6]1[CH:11]=[CH:10][CH:9]=[C:8]([OH:12])[C:7]=1[CH:13]1[CH2:15][CH2:14]1.[CH3:17][O:18][C:19](=[O:30])[CH2:20][CH2:21]C1C=CC=C(O)C=1Br, predict the reaction product. The product is: [CH3:17][O:18][C:19](=[O:30])[CH2:20][CH2:21][C:10]1[CH:11]=[CH:6][C:7]([CH:13]2[CH2:14][CH2:15]2)=[C:8]([OH:12])[CH:9]=1. (9) Given the reactants [CH2:1]([N:6]1[C:14]2[N:13]=[CH:12][NH:11][C:10]=2[C:9](=[O:15])[NH:8]/[C:7]/1=[N:16]\[NH2:17])[CH2:2][CH2:3][CH2:4][CH3:5].[F:18][C:19]([F:24])([F:23])[C:20](O)=O, predict the reaction product. The product is: [CH2:1]([N:6]1[C:14]2[N:13]=[CH:12][NH:11][C:10]=2[C:9](=[O:15])[N:8]2[C:20]([C:19]([F:24])([F:23])[F:18])=[N:17][N:16]=[C:7]12)[CH2:2][CH2:3][CH2:4][CH3:5]. (10) The product is: [NH2:1][CH:2]([CH2:7][S:8][CH2:9][C:10]1[CH:15]=[CH:14][CH:13]=[CH:12][CH:11]=1)[C:3]([OH:5])=[O:4].[NH2:16][CH:17]([CH2:20][S:21][CH2:22][C:23]1[CH:28]=[CH:27][CH:26]=[CH:25][CH:24]=1)[CH2:18][OH:19]. Given the reactants [NH2:1][CH:2]([CH2:7][S:8][CH2:9][C:10]1[CH:15]=[CH:14][CH:13]=[CH:12][CH:11]=1)[C:3]([O:5]C)=[O:4].[NH2:16][CH:17]([CH2:20][S:21][CH2:22][C:23]1[CH:28]=[CH:27][CH:26]=[CH:25][CH:24]=1)[CH2:18][OH:19], predict the reaction product.